This data is from TCR-epitope binding with 47,182 pairs between 192 epitopes and 23,139 TCRs. The task is: Binary Classification. Given a T-cell receptor sequence (or CDR3 region) and an epitope sequence, predict whether binding occurs between them. The epitope is FPRPWLHGL. The TCR CDR3 sequence is CASSLWAGGSNEQFF. Result: 1 (the TCR binds to the epitope).